From a dataset of Catalyst prediction with 721,799 reactions and 888 catalyst types from USPTO. Predict which catalyst facilitates the given reaction. (1) Reactant: Cl.C(O[C:5]([C:7]1[CH:8]=[C:9]2[C:13](=[CH:14][CH:15]=1)[NH:12][N:11]=[C:10]2[C:16]1[CH:21]=[CH:20][C:19]([F:22])=[CH:18][CH:17]=1)=[NH:6])C.[NH2:23][NH:24][C:25](=O)[CH2:26][N:27]1[CH2:31][CH2:30][CH2:29][C:28]1=[O:32].C[O-].[Na+]. Product: [F:22][C:19]1[CH:18]=[CH:17][C:16]([C:10]2[C:9]3[C:13](=[CH:14][CH:15]=[C:7]([C:5]4[N:6]=[C:25]([CH2:26][N:27]5[CH2:31][CH2:30][CH2:29][C:28]5=[O:32])[NH:24][N:23]=4)[CH:8]=3)[NH:12][N:11]=2)=[CH:21][CH:20]=1. The catalyst class is: 5. (2) Reactant: [C:1]1(=[C:6]([CH3:12])[CH2:7][CH2:8][C:9]([OH:11])=[O:10])[CH:5]=[CH:4][CH:3]=[CH:2]1. Product: [CH:1]1([CH:6]([CH3:12])[CH2:7][CH2:8][C:9]([OH:11])=[O:10])[CH2:5][CH2:4][CH2:3][CH2:2]1. The catalyst class is: 13. (3) Reactant: [NH2:1][C:2]1[C:3]2[C:10]([I:11])=[CH:9][N:8]([C@@H:12]3[O:16][C@@:15]([CH2:19][OH:20])([C:17]#[CH:18])[C@@H:14]([O:21][Si](C(C)(C)C)(C)C)[CH2:13]3)[C:4]=2[N:5]=[CH:6][N:7]=1.CCCC[N+](CCCC)(CCCC)CCCC.[F-]. Product: [NH2:1][C:2]1[C:3]2[C:10]([I:11])=[CH:9][N:8]([C@@H:12]3[O:16][C@:15]([C:17]#[CH:18])([CH2:19][OH:20])[C@@H:14]([OH:21])[CH2:13]3)[C:4]=2[N:5]=[CH:6][N:7]=1. The catalyst class is: 7. (4) Reactant: Br[CH:2]([C:22]1[CH:27]=[CH:26][N:25]=[C:24]([NH:28][C:29]2[CH:34]=[CH:33][C:32]([O:35][CH3:36])=[C:31]([F:37])[CH:30]=2)[N:23]=1)[C:3]([C:5]1[CH:6]=[C:7]([NH:11][C:12](=[O:21])[C:13]2[CH:18]=[C:17]([F:19])[CH:16]=[CH:15][C:14]=2[F:20])[CH:8]=[CH:9][CH:10]=1)=O.[N:38]1([CH2:44][CH2:45][NH:46][C:47]([NH2:49])=[S:48])[CH2:43][CH2:42][O:41][CH2:40][CH2:39]1.C(=O)([O-])[O-].[Mg+2]. Product: [F:20][C:14]1[CH:15]=[CH:16][C:17]([F:19])=[CH:18][C:13]=1[C:12]([NH:11][C:7]1[CH:8]=[CH:9][CH:10]=[C:5]([C:3]2[N:49]=[C:47]([NH:46][CH2:45][CH2:44][N:38]3[CH2:39][CH2:40][O:41][CH2:42][CH2:43]3)[S:48][C:2]=2[C:22]2[CH:27]=[CH:26][N:25]=[C:24]([NH:28][C:29]3[CH:34]=[CH:33][C:32]([O:35][CH3:36])=[C:31]([F:37])[CH:30]=3)[N:23]=2)[CH:6]=1)=[O:21]. The catalyst class is: 12. (5) The catalyst class is: 223. Reactant: [N:1]([O-])=O.[Na+].[NH2:5][C:6]1[CH:14]=[C:13]([F:15])[CH:12]=[CH:11][C:7]=1[C:8]([NH2:10])=[O:9]. Product: [F:15][C:13]1[CH:12]=[CH:11][C:7]2[C:8](=[O:9])[NH:10][N:1]=[N:5][C:6]=2[CH:14]=1. (6) Reactant: [CH:1]([N:4]1[C:8]([CH2:9][CH2:10][C:11](OCC)=[O:12])=[CH:7][C:6]([O:16][C:17]2[CH:26]=[CH:25][C:24]3[C:19](=[CH:20][CH:21]=[CH:22][CH:23]=3)[N:18]=2)=[N:5]1)([CH3:3])[CH3:2].[H-].C([Al+]CC(C)C)C(C)C.C(O)C.[Cl-].[NH4+]. Product: [CH:1]([N:4]1[C:8]([CH2:9][CH2:10][CH2:11][OH:12])=[CH:7][C:6]([O:16][C:17]2[CH:26]=[CH:25][C:24]3[C:19](=[CH:20][CH:21]=[CH:22][CH:23]=3)[N:18]=2)=[N:5]1)([CH3:3])[CH3:2]. The catalyst class is: 207.